This data is from Catalyst prediction with 721,799 reactions and 888 catalyst types from USPTO. The task is: Predict which catalyst facilitates the given reaction. (1) Reactant: [C:1]([NH2:10])(=[O:9])[C:2]1[C:3](=[CH:5][CH:6]=[CH:7][CH:8]=1)[OH:4].[CH3:11][C:12]([CH3:14])=O. Product: [CH3:11][C:12]1([CH3:14])[NH:10][C:1](=[O:9])[C:2]2[CH:8]=[CH:7][CH:6]=[CH:5][C:3]=2[O:4]1. The catalyst class is: 65. (2) Reactant: C(=O)([O-])[O-].[K+].[K+].[CH3:7][O:8][C:9]1[CH:23]=[CH:22][C:12]([CH2:13][O:14][C:15]2[CH:16]=[C:17]([OH:21])[CH:18]=[CH:19][CH:20]=2)=[CH:11][C:10]=1[C:24]([F:27])([F:26])[F:25].C1OCCOCCOCCOCCOCCOC1.[CH2:46]([O:48][C:49]([C:51]1[C:52]2[S:60][CH:59]=[C:58]([CH2:61]Br)[C:53]=2[C:54]([Cl:57])=[N:55][CH:56]=1)=[O:50])[CH3:47]. Product: [CH2:46]([O:48][C:49]([C:51]1[C:52]2[S:60][CH:59]=[C:58]([CH2:61][O:21][C:17]3[CH:18]=[CH:19][CH:20]=[C:15]([O:14][CH2:13][C:12]4[CH:22]=[CH:23][C:9]([O:8][CH3:7])=[C:10]([C:24]([F:25])([F:26])[F:27])[CH:11]=4)[CH:16]=3)[C:53]=2[C:54]([Cl:57])=[N:55][CH:56]=1)=[O:50])[CH3:47]. The catalyst class is: 9. (3) Reactant: [Br:1][CH2:2][C:3](Br)=[O:4].[CH2:6]([NH2:24])[CH2:7][CH2:8][CH2:9][CH2:10][CH2:11][CH2:12][CH2:13][CH2:14][CH2:15][CH2:16][CH2:17][CH2:18][CH2:19][CH2:20][CH2:21][CH2:22][CH3:23].C([O-])([O-])=O.[K+].[K+]. Product: [Br:1][CH2:2][C:3]([NH:24][CH2:6][CH2:7][CH2:8][CH2:9][CH2:10][CH2:11][CH2:12][CH2:13][CH2:14][CH2:15][CH2:16][CH2:17][CH2:18][CH2:19][CH2:20][CH2:21][CH2:22][CH3:23])=[O:4]. The catalyst class is: 34. (4) Reactant: [CH2:1]([OH:13])/[CH:2]=[CH:3]/[C:4]1[CH:12]=[CH:11][C:9]([OH:10])=[C:6]([O:7][CH3:8])[CH:5]=1. Product: [CH2:1]([OH:13])/[CH:2]=[CH:3]/[CH:4]1[CH:12]=[CH:11][C:9]([OH:10])=[C:6]([O:7][CH3:8])[CH2:5]1. The catalyst class is: 19. (5) The catalyst class is: 45. Reactant: Cl[C:2]1[N:23]=[CH:22][C:5]2[C:6]3[N:7]([CH:11]=[C:12]([C:14]4[N:18]([CH:19]([CH3:21])[CH3:20])[N:17]=[CH:16][N:15]=4)[N:13]=3)[CH2:8][CH2:9][O:10][C:4]=2[CH:3]=1.CO.C(N(CC)CC)C. Product: [CH:19]([N:18]1[C:14]([C:12]2[N:13]=[C:6]3[C:5]4[CH:22]=[N:23][CH:2]=[CH:3][C:4]=4[O:10][CH2:9][CH2:8][N:7]3[CH:11]=2)=[N:15][CH:16]=[N:17]1)([CH3:21])[CH3:20]. (6) The catalyst class is: 173. Reactant: C(C(CCCC)COC(=O)C[CH2:8][S:9][C:10]1[CH:11]=[C:12]2[C:17](=[CH:18][CH:19]=1)[N:16]1[C:20]([C:23]3[CH:28]=[CH:27][CH:26]=[CH:25][N:24]=3)=[N:21][N:22]=[C:15]1[CH:14]=[CH:13]2)C.FC1[N:40]=[C:39]([C:41]2([C:47]#[N:48])[CH2:46][CH2:45][O:44][CH2:43][CH2:42]2)[CH:38]=[CH:37][CH:36]=1.CC(C)([O-])C.[K+]. Product: [N:24]1[CH:25]=[CH:26][CH:27]=[CH:28][C:23]=1[C:20]1[N:16]2[C:17]3[C:12]([CH:13]=[CH:14][C:15]2=[N:22][N:21]=1)=[CH:11][C:10]([S:9][C:8]1[N:40]=[C:39]([C:41]2([C:47]#[N:48])[CH2:42][CH2:43][O:44][CH2:45][CH2:46]2)[CH:38]=[CH:37][CH:36]=1)=[CH:19][CH:18]=3. (7) Reactant: [CH3:1][O:2][C:3]1[CH:8]=[CH:7][C:6]([N:9]2[C:13]3[C:14](=[O:22])[N:15]([CH2:18][CH2:19][C:20]#[N:21])[CH2:16][CH2:17][C:12]=3[C:11]([C:23]([F:26])([F:25])[F:24])=[N:10]2)=[CH:5][CH:4]=1.C(O)(=O)C. Product: [NH2:21][CH2:20][CH2:19][CH2:18][N:15]1[CH2:16][CH2:17][C:12]2[C:11]([C:23]([F:26])([F:25])[F:24])=[N:10][N:9]([C:6]3[CH:7]=[CH:8][C:3]([O:2][CH3:1])=[CH:4][CH:5]=3)[C:13]=2[C:14]1=[O:22]. The catalyst class is: 663. (8) Reactant: [Cl:1][C:2]1[CH:7]=[CH:6][C:5]([CH2:8][C:9](=O)[CH2:10][C:11]#[N:12])=[CH:4][CH:3]=1.[CH3:14][NH:15][NH2:16]. Product: [Cl:1][C:2]1[CH:7]=[CH:6][C:5]([CH2:8][C:9]2[CH:10]=[C:11]([NH2:12])[N:15]([CH3:14])[N:16]=2)=[CH:4][CH:3]=1. The catalyst class is: 8. (9) Reactant: [Cl:1][C:2]1[S:6][C:5]([CH:7]([OH:26])[CH:8]([CH2:12][C:13]2[CH:18]=[CH:17][CH:16]=[C:15]([O:19][C:20]([F:25])([F:24])[CH:21]([F:23])[F:22])[CH:14]=2)C(O)=O)=[CH:4][CH:3]=1.C([N:29]([CH2:32]C)CC)C.C1(P(N=[N+]=[N-])(C2C=CC=CC=2)=[O:41])C=CC=CC=1. Product: [Cl:1][C:2]1[S:6][C:5]([CH:7]2[O:26][C:32](=[O:41])[NH:29][CH:8]2[CH2:12][C:13]2[CH:18]=[CH:17][CH:16]=[C:15]([O:19][C:20]([F:24])([F:25])[CH:21]([F:22])[F:23])[CH:14]=2)=[CH:4][CH:3]=1. The catalyst class is: 7.